Dataset: Peptide-MHC class I binding affinity with 185,985 pairs from IEDB/IMGT. Task: Regression. Given a peptide amino acid sequence and an MHC pseudo amino acid sequence, predict their binding affinity value. This is MHC class I binding data. (1) The peptide sequence is FMSLAGFVRM. The MHC is HLA-A02:01 with pseudo-sequence HLA-A02:01. The binding affinity (normalized) is 0.560. (2) The peptide sequence is RIYDPLWFQ. The MHC is HLA-B46:01 with pseudo-sequence HLA-B46:01. The binding affinity (normalized) is 0.0847. (3) The peptide sequence is LRFVLLNNRW. The MHC is Mamu-B17 with pseudo-sequence Mamu-B17. The binding affinity (normalized) is 0.684. (4) The peptide sequence is YYHTLDESF. The MHC is Patr-A0901 with pseudo-sequence Patr-A0901. The binding affinity (normalized) is 0.444. (5) The peptide sequence is ERYFRIHSL. The MHC is Mamu-A01 with pseudo-sequence Mamu-A01. The binding affinity (normalized) is 0. (6) The MHC is HLA-A68:01 with pseudo-sequence HLA-A68:01. The peptide sequence is DVFYLPPEK. The binding affinity (normalized) is 0.841. (7) The peptide sequence is ITMVNSLTY. The MHC is HLA-B08:02 with pseudo-sequence HLA-B08:02. The binding affinity (normalized) is 0.0847.